This data is from Reaction yield outcomes from USPTO patents with 853,638 reactions. The task is: Predict the reaction yield, written as a fraction of the theoretical maximum amount of product (1.0 means a 100% yield; for example, 0.34 means a 34% yield). (1) The reactants are [C:1]([N:9]1[C:14](=[O:15])[C:13]([I:16])=[CH:12][NH:11][C:10]1=[O:17])(=[O:8])[C:2]1[CH:7]=[CH:6][CH:5]=[CH:4][CH:3]=1.C([O-])([O-])=O.[K+].[K+].Br[CH2:25][CH2:26][CH:27]([O:30][CH3:31])[O:28][CH3:29].O. The catalyst is CN(C=O)C. The product is [C:1]([N:9]1[C:14](=[O:15])[C:13]([I:16])=[CH:12][N:11]([CH2:25][CH2:26][CH:27]([O:30][CH3:31])[O:28][CH3:29])[C:10]1=[O:17])(=[O:8])[C:2]1[CH:7]=[CH:6][CH:5]=[CH:4][CH:3]=1. The yield is 0.910. (2) The reactants are [CH3:1][O:2][C:3]1[CH:4]=[C:5]2[C:10](=[CH:11][C:12]=1[O:13][CH2:14][CH2:15][O:16][CH3:17])[N:9]=[CH:8][N:7]=[C:6]2[O:18][C:19]1[CH:20]=[C:21]([CH:23]=[CH:24][CH:25]=1)[NH2:22].[CH:26]1([C:29]2[CH:33]=[C:32]([NH:34][C:35](=O)[O:36]C3C=CC=CC=3)[O:31][N:30]=2)[CH2:28][CH2:27]1.COC1C=C2C(=CC=1OC)N=CN=C2OC1C=C(NC(NC2ON=C(C(C)C)C=2)=O)C=CC=1. No catalyst specified. The product is [CH:26]1([C:29]2[CH:33]=[C:32]([NH:34][C:35]([NH:22][C:21]3[CH:23]=[CH:24][CH:25]=[C:19]([O:18][C:6]4[C:5]5[C:10](=[CH:11][C:12]([O:13][CH2:14][CH2:15][O:16][CH3:17])=[C:3]([O:2][CH3:1])[CH:4]=5)[N:9]=[CH:8][N:7]=4)[CH:20]=3)=[O:36])[O:31][N:30]=2)[CH2:28][CH2:27]1. The yield is 0.520.